From a dataset of Catalyst prediction with 721,799 reactions and 888 catalyst types from USPTO. Predict which catalyst facilitates the given reaction. (1) Reactant: [CH3:1][O:2][C:3](=[O:23])[CH2:4][CH2:5][N:6]1[C:14]2[C:9](=[CH:10][C:11]([O:15]CC3C=CC=CC=3)=[CH:12][CH:13]=2)[CH:8]=[CH:7]1. Product: [CH3:1][O:2][C:3](=[O:23])[CH2:4][CH2:5][N:6]1[C:14]2[C:9](=[CH:10][C:11]([OH:15])=[CH:12][CH:13]=2)[CH:8]=[CH:7]1. The catalyst class is: 403. (2) Product: [OH:3][C@H:4]([C:28]1[CH:29]=[CH:30][C:31]([OH:34])=[CH:32][CH:33]=1)[C@@H:5]([NH:7][CH2:8][CH2:9][O:10][C:11]1[CH:12]=[CH:13][C:14]([C:17]2[CH:22]=[CH:21][C:20]([C:23]([OH:25])=[O:24])=[CH:19][CH:18]=2)=[CH:15][CH:16]=1)[CH3:6]. Reactant: [OH-].[Na+].[OH:3][C@H:4]([C:28]1[CH:33]=[CH:32][C:31]([OH:34])=[CH:30][CH:29]=1)[C@@H:5]([NH:7][CH2:8][CH2:9][O:10][C:11]1[CH:16]=[CH:15][C:14]([C:17]2[CH:22]=[CH:21][C:20]([C:23]([O:25]CC)=[O:24])=[CH:19][CH:18]=2)=[CH:13][CH:12]=1)[CH3:6].C(O)C.Cl. The catalyst class is: 7. (3) Reactant: [Cl:1][C:2]1[CH:21]=[CH:20][C:19]([CH:22]=O)=[CH:18][C:3]=1[C:4]([NH:6][CH2:7][C:8]12[CH2:17][CH:12]3[CH2:13][CH:14]([CH2:16][CH:10]([CH2:11]3)[CH2:9]1)[CH2:15]2)=[O:5].[NH2:24][CH2:25][C:26]([CH3:30])([CH3:29])[CH2:27][OH:28].C(O[BH-](OC(=O)C)OC(=O)C)(=O)C.[Na+]. Product: [Cl:1][C:2]1[CH:21]=[CH:20][C:19]([CH2:22][NH:24][CH2:25][C:26]([CH3:30])([CH3:29])[CH2:27][OH:28])=[CH:18][C:3]=1[C:4]([NH:6][CH2:7][C:8]12[CH2:17][CH:12]3[CH2:13][CH:14]([CH2:16][CH:10]([CH2:11]3)[CH2:9]1)[CH2:15]2)=[O:5]. The catalyst class is: 26. (4) Reactant: [Cl:1][C:2]1[N:7]=[C:6](Cl)[C:5]([CH:9]=O)=[C:4]([NH:11][C:12]2[CH:16]=[C:15]([CH3:17])[NH:14][N:13]=2)[N:3]=1.CCN(C(C)C)C(C)C.[NH:27]([CH2:29][CH2:30][OH:31])[NH2:28]. Product: [Cl:1][C:2]1[N:7]=[C:6]2[N:27]([CH2:29][CH2:30][OH:31])[N:28]=[CH:9][C:5]2=[C:4]([NH:11][C:12]2[CH:16]=[C:15]([CH3:17])[NH:14][N:13]=2)[N:3]=1. The catalyst class is: 12. (5) The catalyst class is: 163. Product: [Cl:1][C:2]1[CH:3]=[C:4]([NH:10][C:11](=[O:24])[CH2:12][CH:13]([C:18]2[CH:19]=[CH:20][CH:21]=[CH:22][CH:23]=2)[CH2:14][C:15]([NH:40][C:36]2[CH:37]=[CH:38][C:39]3[N:27]([CH2:25][CH3:26])[C:28]4[C:33]([C:34]=3[CH:35]=2)=[CH:32][CH:31]=[CH:30][CH:29]=4)=[O:17])[CH:5]=[CH:6][C:7]=1[C:8]#[N:9]. Reactant: [Cl:1][C:2]1[CH:3]=[C:4]([NH:10][C:11](=[O:24])[CH2:12][CH:13]([C:18]2[CH:23]=[CH:22][CH:21]=[CH:20][CH:19]=2)[CH2:14][C:15]([OH:17])=O)[CH:5]=[CH:6][C:7]=1[C:8]#[N:9].[CH2:25]([N:27]1[C:39]2[CH:38]=[CH:37][C:36]([NH2:40])=[CH:35][C:34]=2[C:33]2[C:28]1=[CH:29][CH:30]=[CH:31][CH:32]=2)[CH3:26].CN(C(ON1N=NC2C=CC=NC1=2)=[N+](C)C)C.F[P-](F)(F)(F)(F)F. (6) Reactant: [Cl:1][C:2]1[CH:7]=[CH:6][C:5]([C@@H:8]([CH:11]2[CH2:13][CH2:12]2)[CH2:9][OH:10])=[CH:4][CH:3]=1.[S:14](Cl)([C:17]1[CH:23]=[CH:22][C:20]([CH3:21])=[CH:19][CH:18]=1)(=[O:16])=[O:15].C(N(CC)CC)C. Product: [CH3:21][C:20]1[CH:22]=[CH:23][C:17]([S:14]([O:10][CH2:9][C@@H:8]([C:5]2[CH:4]=[CH:3][C:2]([Cl:1])=[CH:7][CH:6]=2)[CH:11]2[CH2:13][CH2:12]2)(=[O:16])=[O:15])=[CH:18][CH:19]=1. The catalyst class is: 4. (7) Reactant: [CH3:1][N:2]1[CH2:7][CH2:6][N:5]([C:8]([O:10][C@@H:11]2[N:20]([C:21]3[CH:22]=[CH:23][C:24]([Cl:27])=[CH:25][N:26]=3)[C:18](=[O:19])[C:13]3[N:14]=[CH:15][CH:16]=[N:17][C:12]2=3)=[O:9])[CH2:4][CH2:3]1.C1CCN2C(=NCCC2)CC1. Product: [CH3:1][N:2]1[CH2:7][CH2:6][N:5]([C:8]([O:10][CH:11]2[N:20]([C:21]3[CH:22]=[CH:23][C:24]([Cl:27])=[CH:25][N:26]=3)[C:18](=[O:19])[C:13]3[N:14]=[CH:15][CH:16]=[N:17][C:12]2=3)=[O:9])[CH2:4][CH2:3]1. The catalyst class is: 11.